This data is from Reaction yield outcomes from USPTO patents with 853,638 reactions. The task is: Predict the reaction yield, written as a fraction of the theoretical maximum amount of product (1.0 means a 100% yield; for example, 0.34 means a 34% yield). (1) The reactants are Cl.C(=[N:9][N:10]([CH:12]=[C:13]([C:19]#[N:20])[C:14]([O:16][CH2:17][CH3:18])=[O:15])[CH3:11])C1C=CC=CC=1. The catalyst is C(O)C. The product is [NH2:20][C:19]1[C:13]([C:14]([O:16][CH2:17][CH3:18])=[O:15])=[CH:12][N:10]([CH3:11])[N:9]=1. The yield is 0.950. (2) The reactants are [C:1]([O:5][C:6]([NH:8][C@H:9]([CH2:14][C:15]1[CH:20]=[CH:19][C:18]([O:21]CC2C=CC=CC=2)=[CH:17][CH:16]=1)[C@@H:10]([OH:13])[CH2:11]Cl)=[O:7])([CH3:4])([CH3:3])[CH3:2].[OH-].[Na+]. The catalyst is [OH-].[OH-].[Pd+2].CC(O)C. The product is [C:1]([O:5][C:6]([NH:8][C@H:9]([CH2:14][C:15]1[CH:20]=[CH:19][C:18]([OH:21])=[CH:17][CH:16]=1)[C@H:10]1[O:13][CH2:11]1)=[O:7])([CH3:4])([CH3:3])[CH3:2]. The yield is 0.910.